From a dataset of Peptide-MHC class II binding affinity with 134,281 pairs from IEDB. Regression. Given a peptide amino acid sequence and an MHC pseudo amino acid sequence, predict their binding affinity value. This is MHC class II binding data. (1) The peptide sequence is QVPSASMGRDIKVQF. The MHC is HLA-DQA10101-DQB10501 with pseudo-sequence HLA-DQA10101-DQB10501. The binding affinity (normalized) is 0.410. (2) The peptide sequence is FNIQYVNYWFAPGAA. The MHC is HLA-DQA10501-DQB10301 with pseudo-sequence HLA-DQA10501-DQB10301. The binding affinity (normalized) is 0.420. (3) The peptide sequence is TCGFVDERGLYKSLK. The MHC is HLA-DPA10301-DPB10402 with pseudo-sequence HLA-DPA10301-DPB10402. The binding affinity (normalized) is 0.148. (4) The peptide sequence is KTHVQLSLPVLQVRD. The MHC is DRB1_0701 with pseudo-sequence DRB1_0701. The binding affinity (normalized) is 0.486. (5) The peptide sequence is TTPFGQQRVFKEKVD. The MHC is DRB4_0103 with pseudo-sequence DRB4_0103. The binding affinity (normalized) is 0.518. (6) The peptide sequence is AFSVAATAANAAPAN. The MHC is DRB1_1001 with pseudo-sequence DRB1_1001. The binding affinity (normalized) is 0.751.